Dataset: CYP3A4 inhibition data for predicting drug metabolism from PubChem BioAssay. Task: Regression/Classification. Given a drug SMILES string, predict its absorption, distribution, metabolism, or excretion properties. Task type varies by dataset: regression for continuous measurements (e.g., permeability, clearance, half-life) or binary classification for categorical outcomes (e.g., BBB penetration, CYP inhibition). Dataset: cyp3a4_veith. (1) The molecule is O=C(O)[C@@H]1CCCN1. The result is 0 (non-inhibitor). (2) The molecule is COc1cc(CNCCO)cc(Br)c1OCc1ccccc1Cl.Cl. The result is 1 (inhibitor). (3) The drug is CCN(CC)c1ccc(/C=C2/C(=O)NC(=O)N(CC3CCCO3)C2=O)cc1. The result is 0 (non-inhibitor). (4) The drug is Cc1nc2cnc(N3CCN(C)CC3)nc2n(C2CC2)c1=O. The result is 0 (non-inhibitor). (5) The compound is O=[N+]([O-])c1ccc(CS(=O)Cc2ccccc2)cc1. The result is 0 (non-inhibitor). (6) The compound is CCOC(=O)N/N=C1/C[C@@H](O)[C@@H](O)[C@@H]2[C@@H]3C(=O)N([C@@H](C)c4ccccc4)C(=O)[C@H]3CC[C@@H]12. The result is 0 (non-inhibitor). (7) The drug is Cc1ccccc1-c1cncnc1NC1CCNCC1. The result is 1 (inhibitor). (8) The compound is Nc1nc(SCC(=O)O)[nH]c(=O)c1N. The result is 0 (non-inhibitor).